Dataset: Full USPTO retrosynthesis dataset with 1.9M reactions from patents (1976-2016). Task: Predict the reactants needed to synthesize the given product. (1) Given the product [C:19]1([C:16]2[S:17][CH:18]=[C:14]([CH2:13][NH:11][C:8]34[CH2:10][CH:4]5[CH2:5][CH:6]([CH2:1][CH:2]([CH2:3]5)[CH2:9]3)[CH2:7]4)[N:15]=2)[CH:20]=[CH:21][CH:22]=[CH:23][CH:24]=1, predict the reactants needed to synthesize it. The reactants are: [CH2:1]1[CH:6]2[CH2:7][C:8]3([NH2:11])[CH2:10][CH:4]([CH2:5]2)[CH2:3][CH:2]1[CH2:9]3.Cl[CH2:13][C:14]1[N:15]=[C:16]([C:19]2[CH:24]=[CH:23][CH:22]=[CH:21][CH:20]=2)[S:17][CH:18]=1. (2) Given the product [CH2:14]([C:17]1[CH:18]=[C:19]([O:26][CH3:27])[C:20]([OH:25])=[C:21]([CH:24]=1)[CH2:22][N:4]1[CH2:5][CH2:6][N:1]([C:7]2[N:12]=[CH:11][NH:10][C:9](=[O:13])[CH:8]=2)[CH2:2][CH2:3]1)[CH:15]=[CH2:16], predict the reactants needed to synthesize it. The reactants are: [N:1]1([C:7]2[N:12]=[CH:11][NH:10][C:9](=[O:13])[CH:8]=2)[CH2:6][CH2:5][NH:4][CH2:3][CH2:2]1.[CH2:14]([C:17]1[CH:18]=[C:19]([O:26][CH3:27])[C:20]([OH:25])=[C:21]([CH:24]=1)[CH:22]=O)[CH:15]=[CH2:16]. (3) Given the product [O:16]=[S:2]1(=[O:1])[CH2:6][CH2:5][CH2:4][N:3]1[C:7]1[CH:8]=[CH:9][C:10]([C:11]([N:18]2[CH2:23][CH2:22][CH:21]([C:24](=[O:25])[C:26]3[CH:27]=[CH:28][C:29]([CH3:32])=[CH:30][CH:31]=3)[CH2:20][CH2:19]2)=[O:13])=[CH:14][CH:15]=1, predict the reactants needed to synthesize it. The reactants are: [O:1]=[S:2]1(=[O:16])[CH2:6][CH2:5][CH2:4][N:3]1[C:7]1[CH:15]=[CH:14][C:10]([C:11]([OH:13])=O)=[CH:9][CH:8]=1.Cl.[NH:18]1[CH2:23][CH2:22][CH:21]([C:24]([C:26]2[CH:31]=[CH:30][C:29]([CH3:32])=[CH:28][CH:27]=2)=[O:25])[CH2:20][CH2:19]1.ON1C2C=CC=CC=2N=N1.Cl.C(N=C=NCCCN(C)C)C.C(=O)([O-])O.[Na+]. (4) Given the product [CH3:1][O:2][CH2:3][C:4]1[CH:5]=[C:6]([C:10](=[N:20][OH:21])[CH2:11][C:12]2[CH:17]=[CH:16][CH:15]=[CH:14][CH:13]=2)[CH:7]=[CH:8][CH:9]=1, predict the reactants needed to synthesize it. The reactants are: [CH3:1][O:2][CH2:3][C:4]1[CH:5]=[C:6]([C:10](=O)[CH2:11][C:12]2[CH:17]=[CH:16][CH:15]=[CH:14][CH:13]=2)[CH:7]=[CH:8][CH:9]=1.Cl.[NH2:20][OH:21].